From a dataset of Full USPTO retrosynthesis dataset with 1.9M reactions from patents (1976-2016). Predict the reactants needed to synthesize the given product. Given the product [C:15]([C:12]1[CH:13]=[CH:14][C:9]([C@H:8]2[N:7]3[N:17]=[C:18]([NH:20][CH2:31][CH2:32][CH3:33])[N:19]=[C:6]3[N:5]([C:34]3[CH:39]=[CH:38][CH:37]=[C:36]([C:40]([F:42])([F:43])[F:41])[CH:35]=3)[C:4]([CH3:44])=[C:3]2[C:1]#[N:2])=[CH:10][CH:11]=1)#[N:16], predict the reactants needed to synthesize it. The reactants are: [C:1]([C:3]1[C@@H:8]([C:9]2[CH:14]=[CH:13][C:12]([C:15]#[N:16])=[CH:11][CH:10]=2)[N:7]2[N:17]=[C:18]([N:20]([CH2:31][CH2:32][CH3:33])C(=O)OCC3C=CC=CC=3)[N:19]=[C:6]2[N:5]([C:34]2[CH:39]=[CH:38][CH:37]=[C:36]([C:40]([F:43])([F:42])[F:41])[CH:35]=2)[C:4]=1[CH3:44])#[N:2].